The task is: Predict the product of the given reaction.. This data is from Forward reaction prediction with 1.9M reactions from USPTO patents (1976-2016). (1) Given the reactants [CH3:1][N:2]1[CH2:6][CH2:5][C@H:4]([O:7][C:8]2[CH:9]=[C:10]([CH:15]=[C:16]([O:18]CC3C=CC=CC=3)[CH:17]=2)[C:11]([O:13][CH3:14])=[O:12])[C:3]1=[O:26], predict the reaction product. The product is: [OH:18][C:16]1[CH:15]=[C:10]([CH:9]=[C:8]([O:7][C@H:4]2[CH2:5][CH2:6][N:2]([CH3:1])[C:3]2=[O:26])[CH:17]=1)[C:11]([O:13][CH3:14])=[O:12]. (2) The product is: [CH3:18][O:17][C:14]1[CH:15]=[C:16]2[C:11]([C:10](/[CH:19]=[CH:20]/[C:21]([NH2:23])=[O:22])=[CH:9][C:8](=[O:24])[N:7]2[CH2:6][CH:2]=[O:1])=[CH:12][CH:13]=1. Given the reactants [O:1]1CCO[CH:2]1[CH2:6][N:7]1[C:16]2[C:11](=[CH:12][CH:13]=[C:14]([O:17][CH3:18])[CH:15]=2)[C:10](/[CH:19]=[CH:20]/[C:21]([NH2:23])=[O:22])=[CH:9][C:8]1=[O:24].FC(F)(F)C(O)=O, predict the reaction product. (3) Given the reactants F[C:2]1[CH:12]=[C:11]([F:13])[CH:10]=[CH:9][C:3]=1[C:4]([O:6][CH2:7][CH3:8])=[O:5].[O-]P([O-])([O-])=O.[K+].[K+].[K+].[OH:22][C:23]1[CH:24]=[C:25]2[C:29](=[CH:30][CH:31]=1)[NH:28][N:27]=[CH:26]2.CCOCC, predict the reaction product. The product is: [NH:28]1[C:29]2[C:25](=[CH:24][C:23]([O:22][C:2]3[CH:12]=[C:11]([F:13])[CH:10]=[CH:9][C:3]=3[C:4]([O:6][CH2:7][CH3:8])=[O:5])=[CH:31][CH:30]=2)[CH:26]=[N:27]1. (4) The product is: [F:1][C:2]1[CH:3]=[CH:4][C:5]([C:8]2[O:12][C:11]([C:13]([NH:28][C:24]3[CH:23]=[C:22]([CH2:21][CH2:20][C:19]([OH:29])=[O:18])[CH:27]=[CH:26][CH:25]=3)=[O:15])=[CH:10][CH:9]=2)=[CH:6][CH:7]=1. Given the reactants [F:1][C:2]1[CH:7]=[CH:6][C:5]([C:8]2[O:12][C:11]([C:13]([OH:15])=O)=[CH:10][CH:9]=2)=[CH:4][CH:3]=1.C([O:18][C:19](=[O:29])[CH2:20][CH2:21][C:22]1[CH:27]=[CH:26][CH:25]=[C:24]([NH2:28])[CH:23]=1)C, predict the reaction product. (5) Given the reactants [Cl:1][C:2]1[CH:7]=[CH:6][C:5]([OH:8])=[CH:4][CH:3]=1.[H-].[Na+].[N+]([C:14]1[O:18][C:17]([CH:19]=[O:20])=[CH:16][CH:15]=1)([O-])=O.O, predict the reaction product. The product is: [Cl:1][C:2]1[CH:7]=[CH:6][C:5]([O:8][C:14]2[O:18][C:17]([CH:19]=[O:20])=[CH:16][CH:15]=2)=[CH:4][CH:3]=1. (6) Given the reactants [NH2:1][C:2]1[CH:7]=[CH:6][C:5]([C:8]2[O:12][CH:11]=[N:10][CH:9]=2)=[C:4]([O:13][CH3:14])[CH:3]=1.Cl[CH2:16][C:17]([NH:19][C:20]1[CH:25]=[CH:24][C:23]([F:26])=[CH:22][CH:21]=1)=[O:18], predict the reaction product. The product is: [F:26][C:23]1[CH:22]=[CH:21][C:20]([NH:19][C:17](=[O:18])[CH2:16][NH:1][C:2]2[CH:7]=[CH:6][C:5]([C:8]3[O:12][CH:11]=[N:10][CH:9]=3)=[C:4]([O:13][CH3:14])[CH:3]=2)=[CH:25][CH:24]=1. (7) The product is: [C:38]([O:37][CH:32]([C:31]1[S:30][C:29]2[CH:42]=[CH:43][CH:44]=[CH:45][C:28]=2[C:27]=1[C:15]1[CH:24]=[CH:23][C:22]2[O:21][CH2:20][CH2:19][CH2:18][C:17]=2[CH:16]=1)[C:33]([O:35][CH3:36])=[O:34])([CH3:41])([CH3:39])[CH3:40]. Given the reactants C(=O)([O-])[O-].[Na+].[Na+].CC1(C)C(C)(C)OB([C:15]2[CH:16]=[C:17]3[C:22](=[CH:23][CH:24]=2)[O:21][CH2:20][CH2:19][CH2:18]3)O1.Br[C:27]1[C:28]2[CH:45]=[CH:44][CH:43]=[CH:42][C:29]=2[S:30][C:31]=1[CH:32]([O:37][C:38]([CH3:41])([CH3:40])[CH3:39])[C:33]([O:35][CH3:36])=[O:34], predict the reaction product.